The task is: Regression. Given two drug SMILES strings and cell line genomic features, predict the synergy score measuring deviation from expected non-interaction effect.. This data is from NCI-60 drug combinations with 297,098 pairs across 59 cell lines. (1) Drug 1: C1=NC2=C(N1)C(=S)N=CN2. Drug 2: CC1=C(C=C(C=C1)C(=O)NC2=CC(=CC(=C2)C(F)(F)F)N3C=C(N=C3)C)NC4=NC=CC(=N4)C5=CN=CC=C5. Cell line: UACC62. Synergy scores: CSS=7.18, Synergy_ZIP=-0.673, Synergy_Bliss=1.76, Synergy_Loewe=-0.723, Synergy_HSA=-0.110. (2) Drug 1: COC1=NC(=NC2=C1N=CN2C3C(C(C(O3)CO)O)O)N. Drug 2: C1=CC=C(C(=C1)C(C2=CC=C(C=C2)Cl)C(Cl)Cl)Cl. Cell line: NCI-H460. Synergy scores: CSS=48.2, Synergy_ZIP=2.67, Synergy_Bliss=-0.0446, Synergy_Loewe=-23.7, Synergy_HSA=-0.467. (3) Drug 1: C1CN1C2=NC(=NC(=N2)N3CC3)N4CC4. Drug 2: C1=NC2=C(N1)C(=S)N=C(N2)N. Cell line: MOLT-4. Synergy scores: CSS=81.2, Synergy_ZIP=0.702, Synergy_Bliss=0.698, Synergy_Loewe=-3.01, Synergy_HSA=1.65. (4) Synergy scores: CSS=4.15, Synergy_ZIP=-1.77, Synergy_Bliss=1.39, Synergy_Loewe=-0.620, Synergy_HSA=-0.172. Drug 2: C1C(C(OC1N2C=NC3=C2NC=NCC3O)CO)O. Cell line: OVCAR-5. Drug 1: C1CCN(CC1)CCOC2=CC=C(C=C2)C(=O)C3=C(SC4=C3C=CC(=C4)O)C5=CC=C(C=C5)O.